This data is from Full USPTO retrosynthesis dataset with 1.9M reactions from patents (1976-2016). The task is: Predict the reactants needed to synthesize the given product. (1) The reactants are: [Cl:1][C:2]1[CH:7]=[CH:6][C:5]([C:8]2[S:34][C:11]3[C:12](=[O:33])[N:13]([C:15]4[CH:20]=[CH:19][C:18]([O:21][CH2:22][C@H:23]([OH:30])[CH2:24][S:25]([CH2:28][CH3:29])(=[O:27])=[O:26])=[C:17]([O:31][CH3:32])[CH:16]=4)[CH2:14][C:10]=3[CH:9]=2)=[CH:4][CH:3]=1.[NH:35]([C:43]([O:45][C:46]([CH3:49])([CH3:48])[CH3:47])=[O:44])[C@H:36]([C:40](O)=[O:41])[CH:37]([CH3:39])[CH3:38].CC(C)N=C=NC(C)C. Given the product [C:46]([O:45][C:43]([NH:35][C@@H:36]([CH:37]([CH3:39])[CH3:38])[C:40]([O:30][C@H:23]([CH2:24][S:25]([CH2:28][CH3:29])(=[O:26])=[O:27])[CH2:22][O:21][C:18]1[CH:19]=[CH:20][C:15]([N:13]2[CH2:14][C:10]3[CH:9]=[C:8]([C:5]4[CH:6]=[CH:7][C:2]([Cl:1])=[CH:3][CH:4]=4)[S:34][C:11]=3[C:12]2=[O:33])=[CH:16][C:17]=1[O:31][CH3:32])=[O:41])=[O:44])([CH3:49])([CH3:48])[CH3:47], predict the reactants needed to synthesize it. (2) Given the product [Cl:1][C:2]1[S:13][C:5]2=[N:6][C:7]([Cl:12])=[C:8]([CH:10]([OH:11])[CH3:14])[CH:9]=[C:4]2[CH:3]=1, predict the reactants needed to synthesize it. The reactants are: [Cl:1][C:2]1[S:13][C:5]2=[N:6][C:7]([Cl:12])=[C:8]([CH:10]=[O:11])[CH:9]=[C:4]2[CH:3]=1.[CH3:14][Mg]Cl. (3) Given the product [C:28]([O:27][C:25](=[O:26])[NH:24][CH:22]1[CH2:23][CH:18]([NH:17][C:15]([O:14][C:10]([CH3:11])([CH3:12])[CH3:13])=[O:16])[CH2:19][N:20]([C:32]2[N:37]=[N:36][C:35]([Cl:38])=[C:34]([C:39](=[O:41])[NH:62][C:60]3[CH:61]=[CH:8][C:7]([NH:3][C:53]([C:44]4[CH:45]=[CH:46][C:47]5[C:52](=[CH:51][CH:50]=[CH:49][CH:48]=5)[C:43]=4[OH:42])=[O:55])=[CH:9][CH:59]=3)[CH:33]=2)[CH2:21]1)([CH3:31])([CH3:30])[CH3:29], predict the reactants needed to synthesize it. The reactants are: CC[N:3]([CH:7]([CH3:9])[CH3:8])C(C)C.[C:10]([O:14][C:15]([NH:17][CH:18]1[CH2:23][CH:22]([NH:24][C:25]([O:27][C:28]([CH3:31])([CH3:30])[CH3:29])=[O:26])[CH2:21][N:20]([C:32]2[N:37]=[N:36][C:35]([Cl:38])=[C:34]([C:39]([OH:41])=O)[CH:33]=2)[CH2:19]1)=[O:16])([CH3:13])([CH3:12])[CH3:11].[OH:42][C:43]1[C:52]2[C:47](=[CH:48][CH:49]=[CH:50][CH:51]=2)[CH:46]=[CH:45][C:44]=1[C:53]([OH:55])=O.C1C=C[C:59]2N(O)N=[N:62][C:60]=2[CH:61]=1.CCN=C=NCCCN(C)C.Cl. (4) Given the product [OH:29][C:4]1[C:5]([C:6]2[CH:7]=[CH:8][CH:9]=[CH:10][CH:11]=2)=[N:12][N:13]([CH2:14][C:15]2[CH:16]=[CH:17][CH:18]=[CH:19][CH:20]=2)[C:21](=[O:28])[C:22]=1[C:23]([NH:52][CH2:31][C:32]([OH:34])=[O:33])=[O:25], predict the reactants needed to synthesize it. The reactants are: C(O[C:4](=[O:29])[C:5](=[N:12][N:13]([C:21](=[O:28])[CH2:22][C:23]([O:25]CC)=O)[CH2:14][C:15]1[CH:20]=[CH:19][CH:18]=[CH:17][CH:16]=1)[C:6]1[CH:11]=[CH:10][CH:9]=[CH:8][CH:7]=1)C.O=[C:31](C1C=CC=CC=1)[C:32]([O:34]CC)=[O:33].Cl.Cl.C([NH:52]N)C1C=CC=CC=1.C(N(C(C)C)CC)(C)C.S([O-])([O-])(=O)=O.[Mg+2].N12CCCN=C1CCCCC2.ClC(=O)CC(OCC)=O. (5) Given the product [Cl:1][C:2]1[CH:7]=[CH:6][C:5]([C@@H:8]([C:19]2[CH:20]=[CH:21][C:22]([C:25]3[CH:30]=[CH:29][C:28]([C:31]([OH:33])=[O:32])=[CH:27][CH:26]=3)=[CH:23][CH:24]=2)[CH2:9]/[C:10](=[N:36]\[OH:37])/[C:12]2[CH:17]=[CH:16][N:15]=[C:14]([CH3:18])[CH:13]=2)=[C:4]([CH3:34])[CH:3]=1, predict the reactants needed to synthesize it. The reactants are: [Cl:1][C:2]1[CH:7]=[CH:6][C:5]([C@@H:8]([C:19]2[CH:24]=[CH:23][C:22]([C:25]3[CH:30]=[CH:29][C:28]([C:31]([OH:33])=[O:32])=[CH:27][CH:26]=3)=[CH:21][CH:20]=2)[CH2:9][C:10]([C:12]2[CH:17]=[CH:16][N:15]=[C:14]([CH3:18])[CH:13]=2)=O)=[C:4]([CH3:34])[CH:3]=1.Cl.[NH2:36][OH:37].C(=O)([O-])O.[Na+]. (6) Given the product [Cl:12][C:11]1[N:10]([CH3:13])[N:9]=[C:8]([C:14]2[CH:19]=[CH:18][CH:17]=[CH:16][N:15]=2)[C:7]=1[CH:6]([C:20]1[CH:28]=[CH:27][C:23]([C:24]([O:42][CH3:41])=[O:26])=[CH:22][C:21]=1[CH3:29])[CH2:5][CH2:4][C:30]([O:33][CH3:37])=[O:32], predict the reactants needed to synthesize it. The reactants are: C([CH2:4][CH2:5][CH:6]([C:20]1[CH:28]=[CH:27][C:23]([C:24]([OH:26])=O)=[CH:22][C:21]=1[CH3:29])[C:7]1[C:8]([C:14]2[CH:19]=[CH:18][CH:17]=[CH:16][N:15]=2)=[N:9][N:10]([CH3:13])[C:11]=1[Cl:12])(O)=O.[C:30]([O-:33])([O-:32])=O.[K+].[K+].I[CH3:37].CN([CH:41]=[O:42])C. (7) Given the product [F:1][C:2]1[C:3]([O:24][CH3:25])=[C:4]([C:8]([CH3:23])([CH3:22])[CH2:9][C:10]([C:18]([F:21])([F:20])[F:19])([OH:13])[CH2:11][OH:12])[CH:5]=[CH:6][CH:7]=1, predict the reactants needed to synthesize it. The reactants are: [F:1][C:2]1[C:3]([O:24][CH3:25])=[C:4]([C:8]([CH3:23])([CH3:22])[CH2:9][C:10]([C:18]([F:21])([F:20])[F:19])([O:13][Si](C)(C)C)[CH2:11][OH:12])[CH:5]=[CH:6][CH:7]=1.[N+](CCCC)(CCCC)(CCCC)CCCC.[F-].O.O.O.O. (8) Given the product [CH3:18][CH2:17][CH2:16][CH:15]1[O:19][O:7][C:11]1([C:12]([O:5][C:1]([CH3:2])([CH3:3])[CH3:4])=[O:13])[CH2:9][CH3:10], predict the reactants needed to synthesize it. The reactants are: [C:1]([O:5]O)([CH3:4])([CH3:3])[CH3:2].[OH-:7].[K+].[CH2:9]([CH:11]([CH2:15][CH2:16][CH2:17][CH3:18])[C:12](Cl)=[O:13])[CH3:10].[OH2:19]. (9) Given the product [F:1][C:2]1[C:3]([NH:10][CH2:11][C:12]2[CH:17]=[C:16]([C:18]3[CH:23]=[CH:22][CH:21]=[C:20]([F:24])[CH:19]=3)[CH:15]=[C:14]([F:25])[CH:13]=2)=[C:4]([F:9])[CH:5]=[CH:6][C:7]=1[OH:8], predict the reactants needed to synthesize it. The reactants are: [F:1][C:2]1[C:7]([OH:8])=[CH:6][CH:5]=[C:4]([F:9])[C:3]=1[NH:10][C:11](=O)[C:12]1[CH:17]=[C:16]([C:18]2[CH:23]=[CH:22][CH:21]=[C:20]([F:24])[CH:19]=2)[CH:15]=[C:14]([F:25])[CH:13]=1.